This data is from Forward reaction prediction with 1.9M reactions from USPTO patents (1976-2016). The task is: Predict the product of the given reaction. (1) Given the reactants [NH2:1][C:2]1[CH:10]=[CH:9][CH:8]=[C:7]2[C:3]=1[C:4](=[O:20])[N:5]([CH:12]1[CH2:17][CH2:16][C:15](=[O:18])[NH:14][C:13]1=[O:19])[C:6]2=[O:11].Cl.[N:22]1[CH:27]=[CH:26][CH:25]=[CH:24][C:23]=1[C:28](Cl)=[O:29], predict the reaction product. The product is: [O:19]=[C:13]1[CH:12]([N:5]2[C:4](=[O:20])[C:3]3[C:7](=[CH:8][CH:9]=[CH:10][C:2]=3[NH:1][C:28]([C:23]3[CH:24]=[CH:25][CH:26]=[CH:27][N:22]=3)=[O:29])[C:6]2=[O:11])[CH2:17][CH2:16][C:15](=[O:18])[NH:14]1. (2) Given the reactants [C:1]1(=[O:7])[O:6][CH2:5][CH2:4][CH2:3][CH2:2]1.[CH2:8](Br)[CH:9]=[CH2:10], predict the reaction product. The product is: [CH2:10]([CH:2]1[CH2:3][CH2:4][CH2:5][O:6][C:1]1=[O:7])[CH:9]=[CH2:8]. (3) Given the reactants C([O:4][C:5]1[CH:10]=[C:9]([C:11]#[N:12])[C:8](Br)=[C:7]([C:14]#[N:15])[C:6]=1[O:16]C(=O)C)(=O)C.[CH2:20]([Sn](CCCC)(CCCC)C#CC)[CH2:21][CH2:22]C, predict the reaction product. The product is: [OH:16][C:6]1[C:5]([OH:4])=[CH:10][C:9]([C:11]#[N:12])=[C:8]([C:20]#[C:21][CH3:22])[C:7]=1[C:14]#[N:15].